From a dataset of Forward reaction prediction with 1.9M reactions from USPTO patents (1976-2016). Predict the product of the given reaction. (1) Given the reactants C1(P(C2C=CC=CC=2)C2C=CC=CC=2)C=CC=CC=1.[CH2:20]1[C:23]2([O:27][CH2:26][CH2:25][O:24]2)[CH2:22][CH:21]1[CH2:28]O.[Br:30]C(Br)(Br)Br, predict the reaction product. The product is: [Br:30][CH2:28][CH:21]1[CH2:22][C:23]2([O:27][CH2:26][CH2:25][O:24]2)[CH2:20]1. (2) Given the reactants [NH2:1][C:2]1[CH:3]=[C:4]([CH:21]=[CH:22][C:23]=1[F:24])[O:5][C:6]1[N:11]=[C:10]2[S:12][C:13]([NH:15][C:16]([CH:18]3[CH2:20][CH2:19]3)=[O:17])=[N:14][C:9]2=[CH:8][CH:7]=1.[Cl:25][C:26]1[CH:31]=[CH:30][C:29]([N:32]=[C:33]=[O:34])=[CH:28][C:27]=1[C:35]([F:38])([F:37])[F:36], predict the reaction product. The product is: [Cl:25][C:26]1[CH:31]=[CH:30][C:29]([NH:32][C:33]([NH:1][C:2]2[CH:3]=[C:4]([CH:21]=[CH:22][C:23]=2[F:24])[O:5][C:6]2[N:11]=[C:10]3[S:12][C:13]([NH:15][C:16]([CH:18]4[CH2:20][CH2:19]4)=[O:17])=[N:14][C:9]3=[CH:8][CH:7]=2)=[O:34])=[CH:28][C:27]=1[C:35]([F:36])([F:37])[F:38]. (3) The product is: [OH:34][C:30]1[CH:29]=[C:28]([CH2:27][CH2:26][CH2:25][O:24][C:20]2[N:19]=[C:18]([CH3:35])[C:17]([C:15]([NH:14][C@@H:4]([CH2:5][NH:6][C:7]([C:9]3[S:10][CH:11]=[CH:12][CH:13]=3)=[O:8])[C:3]([OH:36])=[O:2])=[O:16])=[C:22]([CH3:23])[N:21]=2)[CH:33]=[CH:32][CH:31]=1. Given the reactants C[O:2][C:3](=[O:36])[C@@H:4]([NH:14][C:15]([C:17]1[C:18]([CH3:35])=[N:19][C:20]([O:24][CH2:25][CH2:26][CH2:27][C:28]2[CH:33]=[CH:32][CH:31]=[C:30]([OH:34])[CH:29]=2)=[N:21][C:22]=1[CH3:23])=[O:16])[CH2:5][NH:6][C:7]([C:9]1[S:10][CH:11]=[CH:12][CH:13]=1)=[O:8].O, predict the reaction product.